This data is from Reaction yield outcomes from USPTO patents with 853,638 reactions. The task is: Predict the reaction yield, written as a fraction of the theoretical maximum amount of product (1.0 means a 100% yield; for example, 0.34 means a 34% yield). (1) The reactants are [NH2:1][CH2:2][CH2:3][CH2:4][CH2:5][CH2:6][CH2:7][O:8][Si](C(C)(C)C)(C1C=CC=CC=1)C1C=CC=CC=1.[C:26]([O:41][C@H:42]([CH2:47][CH2:48][CH2:49][CH2:50][CH2:51][CH2:52][CH2:53][CH2:54][CH2:55][CH2:56][CH3:57])[CH2:43][C:44](O)=[O:45])(=[O:40])[CH2:27][CH2:28][CH2:29][CH2:30][CH2:31][CH2:32][CH2:33][CH2:34][CH2:35][CH2:36][CH2:37][CH2:38][CH3:39].C(Cl)CCl.CI.CCCC[N+](CCCC)(CCCC)CCCC.[F-]. The catalyst is C1COCC1. The product is [C:26]([O:41][C@H:42]([CH2:47][CH2:48][CH2:49][CH2:50][CH2:51][CH2:52][CH2:53][CH2:54][CH2:55][CH2:56][CH3:57])[CH2:43][C:44]([NH:1][CH2:2][CH2:3][CH2:4][CH2:5][CH2:6][CH2:7][OH:8])=[O:45])(=[O:40])[CH2:27][CH2:28][CH2:29][CH2:30][CH2:31][CH2:32][CH2:33][CH2:34][CH2:35][CH2:36][CH2:37][CH2:38][CH3:39]. The yield is 0.300. (2) The reactants are [Cl-].O[NH3+:3].[C:4](=[O:7])([O-])[OH:5].[Na+].CS(C)=O.[CH3:13][C:14]1([CH3:53])[CH2:19][O:18][C:17]2([CH2:24][CH2:23][CH:22]([N:25]3[C:30](=[O:31])[C:29]([CH2:32][C:33]4[CH:38]=[CH:37][C:36]([C:39]5[C:40]([C:45]#[N:46])=[CH:41][CH:42]=[CH:43][CH:44]=5)=[CH:35][CH:34]=4)=[C:28]([CH2:47][CH2:48][CH3:49])[N:27]4[N:50]=[CH:51][N:52]=[C:26]34)[CH2:21][CH2:20]2)[O:16][CH2:15]1. The catalyst is C(OCC)(=O)C. The yield is 0.340. The product is [CH3:53][C:14]1([CH3:13])[CH2:19][O:18][C:17]2([CH2:24][CH2:23][CH:22]([N:25]3[C:30](=[O:31])[C:29]([CH2:32][C:33]4[CH:38]=[CH:37][C:36]([C:39]5[CH:44]=[CH:43][CH:42]=[CH:41][C:40]=5[C:45]5[NH:3][C:4](=[O:7])[O:5][N:46]=5)=[CH:35][CH:34]=4)=[C:28]([CH2:47][CH2:48][CH3:49])[N:27]4[N:50]=[CH:51][N:52]=[C:26]34)[CH2:21][CH2:20]2)[O:16][CH2:15]1. (3) The reactants are [Br-].C1([P+]([C:21]2[CH:26]=[CH:25][CH:24]=[CH:23][CH:22]=2)([C:21]2[CH:26]=[CH:25][CH:24]=[CH:23][CH:22]=2)[C:21]2[CH:26]=[CH:25][CH:24]=[CH:23][CH:22]=2)CCCCC1.[Li]CCCC.[CH3:32][O:33][C:34](=[O:41])[CH2:35][CH2:36][CH2:37][CH2:38][CH:39]=O.O. The catalyst is C1COCC1. The product is [CH3:32][O:33][C:34](=[O:41])[CH2:35][CH2:36][CH2:37][CH2:38][CH:39]=[C:21]1[CH2:22][CH2:23][CH2:24][CH2:25][CH2:26]1. The yield is 0.490. (4) The reactants are [CH3:1][C:2]1[CH:3]=[C:4]([Mg]Br)[CH:5]=[CH:6][CH:7]=1.[N:10]12[CH2:17][CH2:16][C:13]([C:18]([O:20]CC)=O)([CH2:14][CH2:15]1)[CH2:12][CH2:11]2. The catalyst is C1COCC1. The product is [N:10]12[CH2:11][CH2:12][C:13]([C:18]([C:6]3[CH:5]=[CH:4][CH:3]=[C:2]([CH3:1])[CH:7]=3)([C:6]3[CH:5]=[CH:4][CH:3]=[C:2]([CH3:1])[CH:7]=3)[OH:20])([CH2:14][CH2:15]1)[CH2:16][CH2:17]2. The yield is 0.694. (5) The reactants are [H-].[Na+].[OH:3][C:4]1[CH:8]=[C:7]([CH3:9])[NH:6][N:5]=1.[N+:10]([C:13]1[C:14](F)=[C:15]([C:22]([F:25])([F:24])[F:23])[CH:16]=[C:17]([N+:19]([O-:21])=[O:20])[CH:18]=1)([O-:12])=[O:11].Cl. The catalyst is CN(C=O)C. The product is [N+:19]([C:17]1[CH:18]=[C:13]([N+:10]([O-:12])=[O:11])[CH:14]=[C:15]([C:22]([F:23])([F:24])[F:25])[C:16]=1[O:3][C:4]1[CH:8]=[C:7]([CH3:9])[NH:6][N:5]=1)([O-:21])=[O:20]. The yield is 0.349. (6) The reactants are Cl[C:2]1[N:7]=[C:6]([NH:8][C:9]2[C:18]([F:19])=[CH:17][CH:16]=[CH:15][C:10]=2[C:11]([NH:13][CH3:14])=[O:12])[C:5]([Cl:20])=[CH:4][N:3]=1.[NH2:21][C:22]1[CH:35]=[CH:34][C:25]2[CH2:26][CH2:27][CH2:28][C:29](=[O:33])[N:30]([CH2:31][CH3:32])[C:24]=2[CH:23]=1.C12(CS(O)(=O)=O)C(C)(C)C(CC1)CC2=O. The catalyst is C(O)(C)C. The product is [Cl:20][C:5]1[C:6]([NH:8][C:9]2[C:18]([F:19])=[CH:17][CH:16]=[CH:15][C:10]=2[C:11]([NH:13][CH3:14])=[O:12])=[N:7][C:2]([NH:21][C:22]2[CH:35]=[CH:34][C:25]3[CH2:26][CH2:27][CH2:28][C:29](=[O:33])[N:30]([CH2:31][CH3:32])[C:24]=3[CH:23]=2)=[N:3][CH:4]=1. The yield is 0.690.